From a dataset of Reaction yield outcomes from USPTO patents with 853,638 reactions. Predict the reaction yield, written as a fraction of the theoretical maximum amount of product (1.0 means a 100% yield; for example, 0.34 means a 34% yield). The product is [OH:9][CH2:8][C:7]1[C:2]([CH3:1])=[N+:3]([O-:19])[C:4]([C:10]([F:11])([F:13])[F:12])=[CH:5][CH:6]=1. The reactants are [CH3:1][C:2]1[C:7]([CH2:8][OH:9])=[CH:6][CH:5]=[C:4]([C:10]([F:13])([F:12])[F:11])[N:3]=1.ClC1C=C(C=CC=1)C(OO)=[O:19]. The catalyst is C(#N)C.CCOC(C)=O. The yield is 0.250.